The task is: Regression/Classification. Given a drug SMILES string, predict its toxicity properties. Task type varies by dataset: regression for continuous values (e.g., LD50, hERG inhibition percentage) or binary classification for toxic/non-toxic outcomes (e.g., AMES mutagenicity, cardiotoxicity, hepatotoxicity). Dataset: ld50_zhu.. This data is from Acute oral toxicity (LD50) regression data from Zhu et al.. (1) The compound is COc1ccc2c(c1)c(CC(=O)OCC(C(=O)O)c1ccccc1)c(C)n2C(=O)c1ccc(Cl)cc1. The rat oral LD50 is 3.47, given as -log10 of the dose in mol/kg body weight (higher means more acutely toxic). (2) The molecule is OC(c1ccc(Cl)cc1)(c1cncnc1)c1ccccc1Cl. The rat oral LD50 is 2.12, given as -log10 of the dose in mol/kg body weight (higher means more acutely toxic).